From a dataset of Catalyst prediction with 721,799 reactions and 888 catalyst types from USPTO. Predict which catalyst facilitates the given reaction. (1) Reactant: [C:1]1([NH:7][C:8]2[N:13]=[C:12]([NH2:14])[N:11]=[C:10]([C:15]3[N:19]=[C:18]([C:20]4[CH:21]=[N:22][C:23]([O:26][CH2:27][C:28]([F:31])([F:30])[F:29])=[CH:24][CH:25]=4)[O:17][N:16]=3)[N:9]=2)[CH:6]=[CH:5][CH:4]=[CH:3][CH:2]=1.C(=O)([O-])[O-].[Cs+].[Cs+].Br[CH2:39][CH2:40][O:41][CH3:42]. Product: [CH3:42][O:41][CH2:40][CH2:39][N:7]([C:1]1[CH:2]=[CH:3][CH:4]=[CH:5][CH:6]=1)[C:8]1[N:13]=[C:12]([NH2:14])[N:11]=[C:10]([C:15]2[N:19]=[C:18]([C:20]3[CH:21]=[N:22][C:23]([O:26][CH2:27][C:28]([F:30])([F:29])[F:31])=[CH:24][CH:25]=3)[O:17][N:16]=2)[N:9]=1. The catalyst class is: 3. (2) Product: [CH2:16]([O:15][C:14]1[N:13]=[N:12][C:11]([C:23]#[C:24][C:25]2[CH2:30][CH2:29][O:28][CH2:27][CH:26]=2)=[CH:10][C:9]=1[O:8][CH2:1][C:2]1[CH:3]=[CH:4][CH:5]=[CH:6][CH:7]=1)[C:17]1[CH:18]=[CH:19][CH:20]=[CH:21][CH:22]=1. The catalyst class is: 4. Reactant: [CH2:1]([O:8][C:9]1[CH:10]=[C:11]([C:23]#[C:24][C:25]2(O)[CH2:30][CH2:29][O:28][CH2:27][CH2:26]2)[N:12]=[N:13][C:14]=1[O:15][CH2:16][C:17]1[CH:22]=[CH:21][CH:20]=[CH:19][CH:18]=1)[C:2]1[CH:7]=[CH:6][CH:5]=[CH:4][CH:3]=1.C(N(CC)CC)C.CS(Cl)(=O)=O.O. (3) Reactant: CC(C[CH:5]1[C:10](=[O:11])[O:9][C:7](=[O:8])[CH2:6]1)=C.[OH:12][CH2:13][C:14]([CH2:19][OH:20])([CH2:17][OH:18])[CH2:15][OH:16].CC1C=CC(S(O)(=O)=O)=CC=1.N#N. Product: [C:10]([OH:9])(=[O:11])[CH2:5][CH2:6][C:7]([OH:8])=[O:12].[OH:12][CH2:13][C:14]([CH2:19][OH:20])([CH2:17][OH:18])[CH2:15][OH:16]. The catalyst class is: 6. (4) Reactant: [CH3:1][CH2:2][C@H:3]1[O:18][C:16](=[O:17])[C@H:15]([CH3:19])[C@@H:14]([O:20][C@@H]2O[C@@H](C)[C@H](O)[C@@](OC)(C)C2)[C@H:13]([CH3:32])[C@@H:12]([O:33][C@@H:34]2[O:39][C@H:38]([CH3:40])[CH2:37][C@H:36]([N:41](C)[CH3:42])[C@H:35]2[OH:44])[C@@:11]([OH:46])([CH3:45])[CH2:10][C@@H:9]([CH3:47])[CH2:8][N:7]([CH3:48])[C@H:6]([CH3:49])[C@@H:5]([OH:50])[C@@:4]1([OH:52])[CH3:51].C([O-])(=O)C.[Na+].II.[OH-].[Na+]. Product: [CH2:2]([C@@H:3]1[C@:4]([OH:52])([CH3:51])[C@H:5]([OH:50])[C@@H:6]([CH3:49])[N:7]([CH3:48])[CH2:8][C@H:9]([CH3:47])[CH2:10][C@:11]([OH:46])([CH3:45])[C@H:12]([O:33][C@@H:34]2[C@H:35]([OH:44])[C@@H:36]([NH:41][CH3:42])[CH2:37][C@@H:38]([CH3:40])[O:39]2)[C@@H:13]([CH3:32])[C@H:14]([OH:20])[C@@H:15]([CH3:19])[C:16](=[O:17])[O:18]1)[CH3:1]. The catalyst class is: 5. (5) Reactant: [OH:1][C:2]1[CH:11]=[CH:10][C:9]([N+:12]([O-:14])=[O:13])=[CH:8][C:3]=1[C:4]([O:6][CH3:7])=[O:5].[F:15][C:16]1[CH:21]=[CH:20][CH:19]=[CH:18][C:17]=1[CH:22]([C:24]1[CH:29]=[CH:28][CH:27]=[CH:26][CH:25]=1)O.C1(P(C2C=CC=CC=2)C2C=CC=CC=2)C=CC=CC=1. Product: [F:15][C:16]1[CH:21]=[CH:20][CH:19]=[CH:18][C:17]=1[CH:22]([C:24]1[CH:25]=[CH:26][CH:27]=[CH:28][CH:29]=1)[O:1][C:2]1[CH:11]=[CH:10][C:9]([N+:12]([O-:14])=[O:13])=[CH:8][C:3]=1[C:4]([O:6][CH3:7])=[O:5]. The catalyst class is: 3. (6) Reactant: [CH3:1][O:2][C:3]1[CH:4]=[C:5]([OH:13])[C:6](=[CH:11][CH:12]=1)[C:7]([O:9][CH3:10])=[O:8].[C:14](=O)([O-])[O-].[K+].[K+].BrC([C:24]([O:26][C:27]([CH3:30])([CH3:29])[CH3:28])=[O:25])CN.[I-].[K+].C[N:34]([CH3:37])C=O. Product: [C:27]([O:26][C:24]([NH:34][CH2:37][CH2:14][O:13][C:5]1[CH:4]=[C:3]([O:2][CH3:1])[CH:12]=[CH:11][C:6]=1[C:7]([O:9][CH3:10])=[O:8])=[O:25])([CH3:28])([CH3:29])[CH3:30]. The catalyst class is: 6. (7) Product: [F:1][C:2]1[CH:3]=[C:4]([NH:8][CH:9]2[CH2:10][CH2:11][N:12]([C:15]([N:17]([CH3:39])[C:18]3[CH:23]=[CH:22][C:21]([CH2:24][N:25]4[CH2:30][CH2:29][NH:28][C@@H:27]([CH3:38])[CH2:26]4)=[CH:20][CH:19]=3)=[O:16])[CH2:13][CH2:14]2)[CH:5]=[CH:6][CH:7]=1. The catalyst class is: 157. Reactant: [F:1][C:2]1[CH:3]=[C:4]([NH:8][CH:9]2[CH2:14][CH2:13][N:12]([C:15]([N:17]([CH3:39])[C:18]3[CH:23]=[CH:22][C:21]([CH2:24][N:25]4[CH2:30][CH2:29][N:28](C(OC(C)(C)C)=O)[C@@H:27]([CH3:38])[CH2:26]4)=[CH:20][CH:19]=3)=[O:16])[CH2:11][CH2:10]2)[CH:5]=[CH:6][CH:7]=1. (8) Reactant: Cl.CN(C)CCCN=C=NCC.[N:13]1[NH:14][N:15]=[C:16]([C:18]([OH:20])=O)[CH:17]=1.[NH2:21][CH2:22][CH2:23][C:24]([N:26]1[CH2:45][CH2:44][C:29]2[N:30]=[C:31]([NH:34][CH:35]3[CH2:43][C:42]4[C:37](=[CH:38][CH:39]=[CH:40][CH:41]=4)[CH2:36]3)[N:32]=[CH:33][C:28]=2[CH2:27]1)=[O:25]. Product: [CH2:36]1[C:37]2[C:42](=[CH:41][CH:40]=[CH:39][CH:38]=2)[CH2:43][CH:35]1[NH:34][C:31]1[N:32]=[CH:33][C:28]2[CH2:27][N:26]([C:24](=[O:25])[CH2:23][CH2:22][NH:21][C:18]([C:16]3[N:15]=[N:14][NH:13][CH:17]=3)=[O:20])[CH2:45][CH2:44][C:29]=2[N:30]=1. The catalyst class is: 119. (9) Reactant: [NH2:1][C:2]1[CH:22]=[C:21]([Cl:23])[C:5]2[O:6][C:7]3[C:16]([CH3:17])=[CH:15][C:14]([C:18]([OH:20])=[O:19])=[CH:13][C:8]=3[S:9](=[O:12])(=[O:11])[CH2:10][C:4]=2[CH:3]=1.[CH:24](=O)[CH:25]([CH3:27])[CH3:26].FC(F)(F)C(O)=O.C([BH3-])#N.[Na+].C([O-])(O)=O.[Na+]. Product: [Cl:23][C:21]1[C:5]2[O:6][C:7]3[C:16]([CH3:17])=[CH:15][C:14]([C:18]([OH:20])=[O:19])=[CH:13][C:8]=3[S:9](=[O:11])(=[O:12])[CH2:10][C:4]=2[CH:3]=[C:2]([NH:1][CH2:24][CH:25]([CH3:27])[CH3:26])[CH:22]=1. The catalyst class is: 72.